This data is from Full USPTO retrosynthesis dataset with 1.9M reactions from patents (1976-2016). The task is: Predict the reactants needed to synthesize the given product. (1) Given the product [F:20][C:15]1[CH:16]=[CH:17][CH:18]=[CH:19][C:14]=1[C:12]1[O:11][N:10]=[C:9]([CH2:8][N:4]2[CH2:5][CH2:6][N:7]([CH2:23][C@@H:22]([OH:21])[CH2:24][O:25][C:26]3[CH:27]=[CH:28][C:29]4[S:33][C:32]([CH3:34])=[N:31][C:30]=4[CH:35]=3)[C@@H:2]([CH3:1])[CH2:3]2)[CH:13]=1, predict the reactants needed to synthesize it. The reactants are: [CH3:1][C@@H:2]1[NH:7][CH2:6][CH2:5][N:4]([CH2:8][C:9]2[CH:13]=[C:12]([C:14]3[CH:19]=[CH:18][CH:17]=[CH:16][C:15]=3[F:20])[O:11][N:10]=2)[CH2:3]1.[O:21]1[CH2:23][C@H:22]1[CH2:24][O:25][C:26]1[CH:27]=[CH:28][C:29]2[S:33][C:32]([CH3:34])=[N:31][C:30]=2[CH:35]=1. (2) The reactants are: [Cl:1][C:2]1[CH:7]=[CH:6][C:5]([C:8]([CH:11](C(OCC)=O)[C:12]([O:14][CH2:15][CH3:16])=[O:13])([CH3:10])[CH3:9])=[CH:4][CH:3]=1.[Cl-].[Li+].O.C(OCC)C. Given the product [Cl:1][C:2]1[CH:3]=[CH:4][C:5]([C:8]([CH3:9])([CH3:10])[CH2:11][C:12]([O:14][CH2:15][CH3:16])=[O:13])=[CH:6][CH:7]=1, predict the reactants needed to synthesize it. (3) The reactants are: [CH2:1]([NH:8][CH2:9][C@@H:10]1[CH2:15][CH2:14][C@H:13]([NH:16][C:17]2[N+:18]([O-:25])=[CH:19][C:20]([CH3:24])=[C:21](Cl)[CH:22]=2)[CH2:12][CH2:11]1)[C:2]1[CH:7]=[CH:6][CH:5]=[CH:4][CH:3]=1.[NH:26]([CH3:28])[CH3:27].C(O)CCC.C([O-])(O)=O.[Na+]. Given the product [CH2:1]([NH:8][CH2:9][C@@H:10]1[CH2:15][CH2:14][C@H:13]([NH:16][C:17]2[N+:18]([O-:25])=[CH:19][C:20]([CH3:24])=[C:21]([N:26]([CH3:28])[CH3:27])[CH:22]=2)[CH2:12][CH2:11]1)[C:2]1[CH:7]=[CH:6][CH:5]=[CH:4][CH:3]=1, predict the reactants needed to synthesize it.